Regression. Given two drug SMILES strings and cell line genomic features, predict the synergy score measuring deviation from expected non-interaction effect. From a dataset of NCI-60 drug combinations with 297,098 pairs across 59 cell lines. (1) Drug 1: COC1=C2C(=CC3=C1OC=C3)C=CC(=O)O2. Drug 2: CC1CCCC2(C(O2)CC(NC(=O)CC(C(C(=O)C(C1O)C)(C)C)O)C(=CC3=CSC(=N3)C)C)C. Cell line: CAKI-1. Synergy scores: CSS=26.5, Synergy_ZIP=2.75, Synergy_Bliss=0.686, Synergy_Loewe=-22.5, Synergy_HSA=-3.19. (2) Drug 1: C1CCC(CC1)NC(=O)N(CCCl)N=O. Drug 2: C1CN(P(=O)(OC1)NCCCl)CCCl. Cell line: HS 578T. Synergy scores: CSS=10.9, Synergy_ZIP=-3.42, Synergy_Bliss=-0.941, Synergy_Loewe=-17.0, Synergy_HSA=-2.47. (3) Drug 1: COC1=NC(=NC2=C1N=CN2C3C(C(C(O3)CO)O)O)N. Drug 2: C1CNP(=O)(OC1)N(CCCl)CCCl. Cell line: EKVX. Synergy scores: CSS=1.45, Synergy_ZIP=-1.06, Synergy_Bliss=-0.0246, Synergy_Loewe=-0.716, Synergy_HSA=0.0665.